Dataset: Full USPTO retrosynthesis dataset with 1.9M reactions from patents (1976-2016). Task: Predict the reactants needed to synthesize the given product. (1) Given the product [CH3:1][C:2]1([CH3:20])[CH2:14][C:13]2=[N:37][NH:38][C:16](=[O:17])[C:10]3[C:11]4[C:12]2=[C:4]([N:5]([CH3:21])[C:6]=4[CH:7]=[CH:8][CH:9]=3)[CH2:3]1, predict the reactants needed to synthesize it. The reactants are: [CH3:1][C:2]1([CH3:20])[CH2:14][C:13](=O)[C:12]2[C:11]3[C:10]([C:16](OC)=[O:17])=[CH:9][CH:8]=[CH:7][C:6]=3[NH:5][C:4]=2[CH2:3]1.[CH3:21]I.CN1C2CCCC3=[N:37][NH:38]C(=O)C4C(C=23)=C1C=CC=4. (2) The reactants are: [CH:1]1([C:4]2[CH:5]=[CH:6][C:7]([C:15]([OH:17])=O)=[N:8][C:9]=2[O:10][CH2:11][CH:12]2[CH2:14][CH2:13]2)[CH2:3][CH2:2]1.[NH2:18][C@H:19]1[CH2:24][CH2:23][CH2:22][CH2:21][C@H:20]1[C:25]([NH2:27])=[O:26]. Given the product [C:25]([C@@H:20]1[CH2:21][CH2:22][CH2:23][CH2:24][C@@H:19]1[NH:18][C:15]([C:7]1[CH:6]=[CH:5][C:4]([CH:1]2[CH2:2][CH2:3]2)=[C:9]([O:10][CH2:11][CH:12]2[CH2:13][CH2:14]2)[N:8]=1)=[O:17])(=[O:26])[NH2:27], predict the reactants needed to synthesize it.